This data is from Full USPTO retrosynthesis dataset with 1.9M reactions from patents (1976-2016). The task is: Predict the reactants needed to synthesize the given product. Given the product [C:28]([C:16]1([C:6]2[C:7]3[C:11]4[CH:12]=[CH:13][CH:14]=[CH:15][C:10]=4[O:9][C:8]=3[C:3]([O:2][CH3:1])=[CH:4][CH:5]=2)[CH2:25][CH2:24][C:23]2[N:22]=[C:21]([CH3:26])[N:20]=[C:19]([O:27][CH2:34][C:33]([O:32][CH2:30][CH3:31])=[O:36])[C:18]=2[CH2:17]1)#[N:29], predict the reactants needed to synthesize it. The reactants are: [CH3:1][O:2][C:3]1[C:8]2[O:9][C:10]3[CH:15]=[CH:14][CH:13]=[CH:12][C:11]=3[C:7]=2[C:6]([C:16]2([C:28]#[N:29])[CH2:25][CH2:24][C:23]3[N:22]=[C:21]([CH3:26])[NH:20][C:19](=[O:27])[C:18]=3[CH2:17]2)=[CH:5][CH:4]=1.[CH2:30]([O:32][C:33](=[O:36])[CH2:34]Br)[CH3:31].C(=O)([O-])[O-].[Cs+].[Cs+].